From a dataset of NCI-60 drug combinations with 297,098 pairs across 59 cell lines. Regression. Given two drug SMILES strings and cell line genomic features, predict the synergy score measuring deviation from expected non-interaction effect. (1) Synergy scores: CSS=6.60, Synergy_ZIP=-1.16, Synergy_Bliss=-1.42, Synergy_Loewe=4.36, Synergy_HSA=-1.48. Drug 2: CC(C)NC(=O)C1=CC=C(C=C1)CNNC.Cl. Cell line: NCIH23. Drug 1: CC1=C(C=C(C=C1)C(=O)NC2=CC(=CC(=C2)C(F)(F)F)N3C=C(N=C3)C)NC4=NC=CC(=N4)C5=CN=CC=C5. (2) Drug 1: C1=CC=C(C=C1)NC(=O)CCCCCCC(=O)NO. Drug 2: CN(CCCl)CCCl.Cl. Cell line: RXF 393. Synergy scores: CSS=16.1, Synergy_ZIP=-2.33, Synergy_Bliss=4.26, Synergy_Loewe=4.17, Synergy_HSA=4.57. (3) Drug 1: CN(CCCl)CCCl.Cl. Drug 2: CC1CCCC2(C(O2)CC(NC(=O)CC(C(C(=O)C(C1O)C)(C)C)O)C(=CC3=CSC(=N3)C)C)C. Cell line: SK-MEL-28. Synergy scores: CSS=20.2, Synergy_ZIP=-2.02, Synergy_Bliss=-3.32, Synergy_Loewe=-15.0, Synergy_HSA=-2.77.